Predict the reactants needed to synthesize the given product. From a dataset of Full USPTO retrosynthesis dataset with 1.9M reactions from patents (1976-2016). (1) Given the product [Cl:14][C:5]1[C:6]([CH:9]([O:12][CH3:13])[O:10][CH3:11])=[C:7]([NH2:8])[C:2]([O:16][CH3:15])=[N:3][CH:4]=1, predict the reactants needed to synthesize it. The reactants are: Br[C:2]1[C:7]([NH2:8])=[C:6]([CH:9]([O:12][CH3:13])[O:10][CH3:11])[C:5]([Cl:14])=[CH:4][N:3]=1.[CH3:15][O-:16].[Na+]. (2) Given the product [C:1]([O:5][C:6]([N:8]1[CH2:9][CH2:10][N:11]([C:14]2[CH:19]=[CH:18][C:17]([Cl:22])=[CH:16][C:15]=2[C:20]#[N:21])[CH2:12][CH2:13]1)=[O:7])([CH3:4])([CH3:2])[CH3:3], predict the reactants needed to synthesize it. The reactants are: [C:1]([O:5][C:6]([N:8]1[CH2:13][CH2:12][N:11]([C:14]2[CH:19]=[CH:18][CH:17]=[CH:16][C:15]=2[C:20]#[N:21])[CH2:10][CH2:9]1)=[O:7])([CH3:4])([CH3:3])[CH3:2].[Cl:22]N1C(=O)CCC1=O. (3) Given the product [CH2:19]([O:18][C:14]1[CH:13]=[C:12]([CH2:11][NH:10][CH2:9][CH2:8][OH:7])[CH:17]=[CH:16][CH:15]=1)[C:20]1[CH:21]=[CH:22][CH:23]=[CH:24][CH:25]=1, predict the reactants needed to synthesize it. The reactants are: [BH4-].[Na+].[Li+].[Br-].C([O:7][C:8](=O)[CH2:9][NH:10][CH2:11][C:12]1[CH:17]=[CH:16][CH:15]=[C:14]([O:18][CH2:19][C:20]2[CH:25]=[CH:24][CH:23]=[CH:22][CH:21]=2)[CH:13]=1)C. (4) Given the product [Cl:32][C:27]1[CH:28]=[CH:29][CH:30]=[CH:31][C:26]=1[CH:23]1[C:22]2[N:17]=[C:15]([NH:14][C:4]3[CH:5]=[CH:6][C:7]([N:8]4[CH:12]=[C:11]([CH3:13])[N:10]=[CH:9]4)=[C:2]([F:1])[CH:3]=3)[S:16][C:21]=2[CH2:20][CH2:19][CH2:24]1, predict the reactants needed to synthesize it. The reactants are: [F:1][C:2]1[CH:3]=[C:4]([NH:14][C:15]([NH2:17])=[S:16])[CH:5]=[CH:6][C:7]=1[N:8]1[CH:12]=[C:11]([CH3:13])[N:10]=[CH:9]1.Br[CH:19]1[C:24](=O)[CH:23]([C:26]2[CH:31]=[CH:30][CH:29]=[CH:28][C:27]=2[Cl:32])[CH2:22][CH2:21][CH2:20]1. (5) Given the product [Cl:23][C:24]1[CH:25]=[C:26]([NH:31][C:32]([NH:2][CH2:3][C:4]2[CH:5]=[C:6]3[C:10](=[CH:11][CH:12]=2)[C:9](=[O:13])[N:8]([CH:14]2[CH2:19][CH2:18][C:17](=[O:20])[NH:16][C:15]2=[O:21])[C:7]3=[O:22])=[O:33])[CH:27]=[CH:28][C:29]=1[Cl:30], predict the reactants needed to synthesize it. The reactants are: Cl.[NH2:2][CH2:3][C:4]1[CH:5]=[C:6]2[C:10](=[CH:11][CH:12]=1)[C:9](=[O:13])[N:8]([CH:14]1[CH2:19][CH2:18][C:17](=[O:20])[NH:16][C:15]1=[O:21])[C:7]2=[O:22].[Cl:23][C:24]1[CH:25]=[C:26]([N:31]=[C:32]=[O:33])[CH:27]=[CH:28][C:29]=1[Cl:30].C(N(CC)C(C)C)(C)C. (6) Given the product [Cl:14][C:12]1[C:11]([C:15]([F:17])([F:18])[F:16])=[CH:10][C:9]2[NH:19][C:20](=[O:38])[CH2:21][C:22]([C:24]3[CH:29]=[CH:28][CH:27]=[C:26]([C:30]4[CH:35]=[C:34]([CH3:36])[N:33]=[C:32]([CH3:37])[CH:31]=4)[CH:25]=3)=[N:7][C:8]=2[CH:13]=1, predict the reactants needed to synthesize it. The reactants are: C(OC(=O)[NH:7][C:8]1[CH:13]=[C:12]([Cl:14])[C:11]([C:15]([F:18])([F:17])[F:16])=[CH:10][C:9]=1[NH:19][C:20](=[O:38])[CH2:21][C:22]([C:24]1[CH:29]=[CH:28][CH:27]=[C:26]([C:30]2[CH:35]=[C:34]([CH3:36])[N:33]=[C:32]([CH3:37])[CH:31]=2)[CH:25]=1)=O)(C)(C)C.C(O)(C(F)(F)F)=O. (7) Given the product [NH2:8][C@@H:9]([C:11]1[C:12]([F:43])=[C:13]([C:17]2[CH:22]=[C:21]([CH2:23][CH2:24][CH2:25][F:26])[CH:20]=[C:19]([CH2:27][O:28][C:29]3[CH:34]=[CH:33][CH:32]=[CH:31][C:30]=3[CH2:35][C:36]([OH:38])=[O:37])[CH:18]=2)[CH:14]=[CH:15][CH:16]=1)[CH3:10], predict the reactants needed to synthesize it. The reactants are: C(OC([NH:8][C@@H:9]([C:11]1[C:12]([F:43])=[C:13]([C:17]2[CH:22]=[C:21]([CH2:23][CH2:24][CH2:25][F:26])[CH:20]=[C:19]([CH2:27][O:28][C:29]3[CH:34]=[CH:33][CH:32]=[CH:31][C:30]=3[CH2:35][C:36]([O:38]C(C)(C)C)=[O:37])[CH:18]=2)[CH:14]=[CH:15][CH:16]=1)[CH3:10])=O)(C)(C)C.Cl. (8) The reactants are: [Br:1][C:2]1[N:6]2[CH2:7][CH2:8][NH:9][CH2:10][C:5]2=[N:4][N:3]=1.[C:11]([O-])([O-])=O.[K+].[K+].S(OC)(OC)(=O)=O. Given the product [Br:1][C:2]1[N:6]2[CH2:7][CH2:8][N:9]([CH3:11])[CH2:10][C:5]2=[N:4][N:3]=1, predict the reactants needed to synthesize it. (9) Given the product [NH2:11][C:8]1[CH:7]=[C:6]([C:4]([N:3]([O:2][CH3:1])[CH3:14])=[O:5])[NH:10][N:9]=1, predict the reactants needed to synthesize it. The reactants are: [CH3:1][O:2][N:3]([CH3:14])[C:4]([C:6]1[NH:10][N:9]=[C:8]([N+:11]([O-])=O)[CH:7]=1)=[O:5]. (10) Given the product [CH:1]([O:3][CH2:4][CH2:5][CH2:6][N:7]1[C:12](=[O:13])[C:11]2[C:14]([CH2:25][CH2:26][CH:27]([CH3:28])[CH3:29])=[C:15]([C:18]3[CH:23]=[CH:22][C:21]([Cl:55])=[CH:20][CH:19]=3)[N:16]=[CH:17][C:10]=2[N:9]([CH3:30])[C:8]1=[O:31])=[O:2], predict the reactants needed to synthesize it. The reactants are: [CH:1]([O:3][CH2:4][CH2:5][CH2:6][N:7]1[C:12](=[O:13])[C:11]2[C:14]([CH2:25][CH2:26][CH:27]([CH3:29])[CH3:28])=[C:15]([C:18]3[CH:23]=[CH:22][CH:21]=[C:20](Cl)[CH:19]=3)[N:16]=[CH:17][C:10]=2[N:9]([CH3:30])[C:8]1=[O:31])=[O:2].C(OCCCN1C(=O)C2C(CCC(C)C)=C(C3C=CC=C([Cl:55])C=3)NCC=2N(C)C1=O)=O.